Dataset: Catalyst prediction with 721,799 reactions and 888 catalyst types from USPTO. Task: Predict which catalyst facilitates the given reaction. (1) Reactant: [C:1]1([CH2:7][CH2:8][CH:9]([OH:15])[C:10]([CH3:14])=[CH:11][CH2:12][CH3:13])[CH:6]=[CH:5][CH:4]=[CH:3][CH:2]=1.CC(C)[O-].[Al+3].CC(C)[O-].CC(C)[O-].CC(C)=O. Product: [C:1]1([CH2:7][CH2:8][C:9](=[O:15])[C:10]([CH3:14])=[CH:11][CH2:12][CH3:13])[CH:6]=[CH:5][CH:4]=[CH:3][CH:2]=1. The catalyst class is: 11. (2) The catalyst class is: 15. Reactant: [OH:1][C@H:2]([CH2:8][C:9](=[O:11])[O-:10])[CH2:3][N+:4]([CH3:7])([CH3:6])[CH3:5].[C:12](OC(=O)C)(=[O:14])[CH3:13]. Product: [CH3:13][C:12]([O:1][C@@H:2]([CH2:3][N+:4]([CH3:7])([CH3:5])[CH3:6])[CH2:8][C:9]([O-:10])=[O:11])=[O:14]. (3) Reactant: [CH3:1][C:2]1[C:7]([CH2:8][C:9]([O:11][CH3:12])=[O:10])=[C:6]([C:13]2[CH:18]=[CH:17][CH:16]=[CH:15][CH:14]=2)[N:5]=[C:4]([N:19]2[CH2:24][CH2:23][CH2:22][CH2:21][CH2:20]2)[N:3]=1.[Li+].C[Si]([N-][Si](C)(C)C)(C)C.I[CH2:36][CH2:37][CH3:38]. Product: [CH3:1][C:2]1[C:7]([CH:8]([CH2:36][CH2:37][CH3:38])[C:9]([O:11][CH3:12])=[O:10])=[C:6]([C:13]2[CH:14]=[CH:15][CH:16]=[CH:17][CH:18]=2)[N:5]=[C:4]([N:19]2[CH2:24][CH2:23][CH2:22][CH2:21][CH2:20]2)[N:3]=1. The catalyst class is: 3.